Dataset: Full USPTO retrosynthesis dataset with 1.9M reactions from patents (1976-2016). Task: Predict the reactants needed to synthesize the given product. (1) The reactants are: [C:1]([O:5][C:6]([N:8]1[CH2:13][CH2:12][CH:11]([N:14]2[C:27]3[CH:26]=[CH:25][C:24]([C:28]#[N:29])=[CH:23][C:22]=3[O:21][C:20]3[C:15]2=[CH:16][CH:17]=[CH:18][CH:19]=3)[CH2:10][CH2:9]1)=[O:7])([CH3:4])([CH3:3])[CH3:2].[N-:30]=[N+:31]=[N-:32].[Na+].[Cl-].[NH4+]. Given the product [C:1]([O:5][C:6]([N:8]1[CH2:13][CH2:12][CH:11]([N:14]2[C:27]3[CH:26]=[CH:25][C:24]([C:28]4[NH:32][N:31]=[N:30][N:29]=4)=[CH:23][C:22]=3[O:21][C:20]3[C:15]2=[CH:16][CH:17]=[CH:18][CH:19]=3)[CH2:10][CH2:9]1)=[O:7])([CH3:4])([CH3:2])[CH3:3], predict the reactants needed to synthesize it. (2) Given the product [CH3:1][O:2][C:3]1[CH:4]=[CH:5][C:6]2[C:11](=[O:12])[N:10]([C:13]3[CH:14]=[CH:15][C:16]([O:19][CH2:20][C:21]([F:24])([F:23])[F:22])=[CH:17][CH:18]=3)[C:9]([S:25][CH2:33][CH2:34][CH3:35])=[N:8][C:7]=2[N:26]=1, predict the reactants needed to synthesize it. The reactants are: [CH3:1][O:2][C:3]1[CH:4]=[CH:5][C:6]2[C:11](=[O:12])[N:10]([C:13]3[CH:18]=[CH:17][C:16]([O:19][CH2:20][C:21]([F:24])([F:23])[F:22])=[CH:15][CH:14]=3)[C:9](=[S:25])[NH:8][C:7]=2[N:26]=1.C(=O)([O-])O.[Na+].I[CH2:33][CH2:34][CH3:35].CN(C)C=O. (3) Given the product [OH:2][CH2:1][N:8]1[C@@H:15]([C:16]2[CH:21]=[CH:20][CH:19]=[CH:18][CH:17]=2)[CH2:14][CH2:13][CH2:9]1, predict the reactants needed to synthesize it. The reactants are: [C:1]([N:8]1[C@@H:15]([C:16]2[CH:21]=[CH:20][CH:19]=[CH:18][CH:17]=2)[CH2:14][CH2:13][C@H:9]1C(O)=O)(OC(C)(C)C)=[O:2].S(C)C.Cl. (4) Given the product [CH3:22][C:23]1[N:28]=[CH:27][C:26]([CH2:29][O:30][C:31]2[CH:36]=[CH:35][N:34]([C:2]3[CH:7]=[CH:6][C:5]4[C:8]5[CH2:9][N:10]([C:15]([O:17][C:18]([CH3:21])([CH3:20])[CH3:19])=[O:16])[CH2:11][CH2:12][C:13]=5[O:14][C:4]=4[CH:3]=3)[C:33](=[O:37])[CH:32]=2)=[CH:25][CH:24]=1, predict the reactants needed to synthesize it. The reactants are: Br[C:2]1[CH:7]=[CH:6][C:5]2[C:8]3[CH2:9][N:10]([C:15]([O:17][C:18]([CH3:21])([CH3:20])[CH3:19])=[O:16])[CH2:11][CH2:12][C:13]=3[O:14][C:4]=2[CH:3]=1.[CH3:22][C:23]1[N:28]=[CH:27][C:26]([CH2:29][O:30][C:31]2[CH:36]=[CH:35][NH:34][C:33](=[O:37])[CH:32]=2)=[CH:25][CH:24]=1. (5) Given the product [CH:29]([N:28]([CH3:27])[CH2:2][CH2:3][O:4][C:5]1[CH:14]=[C:13]2[C:8]([CH:9]=[CH:10][N:11]([C:16]3[CH:17]=[C:18]([CH:22]=[CH:23][C:24]=3[CH3:25])[C:19]([OH:21])=[O:20])[C:12]2=[O:15])=[CH:7][CH:6]=1)([CH3:31])[CH3:30], predict the reactants needed to synthesize it. The reactants are: Cl[CH2:2][CH2:3][O:4][C:5]1[CH:14]=[C:13]2[C:8]([CH:9]=[CH:10][N:11]([C:16]3[CH:17]=[C:18]([CH:22]=[CH:23][C:24]=3[CH3:25])[C:19]([OH:21])=[O:20])[C:12]2=[O:15])=[CH:7][CH:6]=1.C[CH2:27][N:28](C(C)C)[CH:29]([CH3:31])[CH3:30].[I-].[K+].CNC(C)C.[N-]=C=O.